Dataset: Full USPTO retrosynthesis dataset with 1.9M reactions from patents (1976-2016). Task: Predict the reactants needed to synthesize the given product. (1) Given the product [C:10]([CH2:12][C:13]1([N:33]2[CH:37]=[C:36]([C:38]3[C:39]4[CH:46]=[CH:45][NH:44][C:40]=4[N:41]=[CH:42][N:43]=3)[CH:35]=[N:34]2)[CH2:16][N:15]([C:17]2[N:18]=[CH:19][C:20]([C:23]([NH:25][C:26]3([C:29]([F:31])([F:30])[F:32])[CH2:27][CH2:28]3)=[O:24])=[N:21][CH:22]=2)[CH2:14]1)#[N:11], predict the reactants needed to synthesize it. The reactants are: B(F)(F)F.CCOCC.[C:10]([CH2:12][C:13]1([N:33]2[CH:37]=[C:36]([C:38]3[C:39]4[CH:46]=[CH:45][N:44](COCC[Si](C)(C)C)[C:40]=4[N:41]=[CH:42][N:43]=3)[CH:35]=[N:34]2)[CH2:16][N:15]([C:17]2[N:18]=[CH:19][C:20]([C:23]([NH:25][C:26]3([C:29]([F:32])([F:31])[F:30])[CH2:28][CH2:27]3)=[O:24])=[N:21][CH:22]=2)[CH2:14]1)#[N:11].[OH-].[NH4+].C([O-])(O)=O.[Na+]. (2) Given the product [C:1]([O:5][C:6]([N:8]1[CH2:17][CH2:16][C:11]2([CH2:14][CH:13]([Br:38])[CH2:12]2)[CH2:10][CH2:9]1)=[O:7])([CH3:4])([CH3:3])[CH3:2], predict the reactants needed to synthesize it. The reactants are: [C:1]([O:5][C:6]([N:8]1[CH2:17][CH2:16][C:11]2([CH2:14][CH:13](O)[CH2:12]2)[CH2:10][CH2:9]1)=[O:7])([CH3:4])([CH3:3])[CH3:2].C1(P(C2C=CC=CC=2)C2C=CC=CC=2)C=CC=CC=1.C(Br)(Br)(Br)[Br:38]. (3) The reactants are: FC1C=CC([S:8]([Cl:11])(=[O:10])=[O:9])=CC=1OC.N[C:15]1[CH:22]=[C:21]([Cl:23])[CH:20]=[CH:19][C:16]=1[C:17]#[N:18]. Given the product [Cl:23][C:21]1[CH:20]=[CH:19][C:16]([C:17]#[N:18])=[C:15]([S:8]([Cl:11])(=[O:10])=[O:9])[CH:22]=1, predict the reactants needed to synthesize it. (4) Given the product [CH3:11][Si:10]([C:9]#[C:8][C:5]1[CH:4]=[C:3]([C:21]2([OH:24])[CH2:22][CH2:23][C:18]3([O:17][CH2:16][CH2:15][O:14]3)[CH2:19][CH2:20]2)[CH:2]=[CH:7][CH:6]=1)([CH3:13])[CH3:12], predict the reactants needed to synthesize it. The reactants are: Br[C:2]1[CH:7]=[CH:6][C:5]([C:8]#[C:9][Si:10]([CH3:13])([CH3:12])[CH3:11])=[CH:4][CH:3]=1.[O:14]1[C:18]2([CH2:23][CH2:22][C:21](=[O:24])[CH2:20][CH2:19]2)[O:17][CH2:16][CH2:15]1. (5) Given the product [CH3:20][C:21]1[CH:26]=[CH:25][CH:24]=[CH:23][C:22]=1[N:8]1[C:7]([C:2]2[CH:3]=[CH:4][CH:5]=[CH:6][N:1]=2)=[C:15]2[C:10]([C:11]([C:16]([F:19])([F:17])[F:18])=[CH:12][CH:13]=[CH:14]2)=[N:9]1, predict the reactants needed to synthesize it. The reactants are: [N:1]1[CH:6]=[CH:5][CH:4]=[CH:3][C:2]=1[C:7]1[NH:8][N:9]=[C:10]2[C:15]=1[CH:14]=[CH:13][CH:12]=[C:11]2[C:16]([F:19])([F:18])[F:17].[CH3:20][C:21]1[CH:26]=[CH:25][CH:24]=[CH:23][C:22]=1B(O)O.N1C=CC=CC=1. (6) Given the product [CH2:1]([NH:4][C:5]1[CH:6]=[CH:7][C:8]([S:14][C:15]2[CH:20]=[CH:19][CH:18]=[CH:17][C:16]=2[CH2:21][OH:22])=[C:9]([CH2:10][OH:11])[CH:13]=1)[CH3:2], predict the reactants needed to synthesize it. The reactants are: [C:1]([NH:4][C:5]1[CH:6]=[CH:7][C:8]([S:14][C:15]2[CH:20]=[CH:19][CH:18]=[CH:17][C:16]=2[C:21](O)=[O:22])=[C:9]([CH:13]=1)[C:10](O)=[O:11])(=O)[CH3:2].C(C1C=CC=C([N+]([O-])=O)C=1SC1C=CC(F)=CC=1C(O)=O)(O)=O.B.